From a dataset of NCI-60 drug combinations with 297,098 pairs across 59 cell lines. Regression. Given two drug SMILES strings and cell line genomic features, predict the synergy score measuring deviation from expected non-interaction effect. Drug 1: CC1=C(C(=CC=C1)Cl)NC(=O)C2=CN=C(S2)NC3=CC(=NC(=N3)C)N4CCN(CC4)CCO. Drug 2: CC12CCC3C(C1CCC2OP(=O)(O)O)CCC4=C3C=CC(=C4)OC(=O)N(CCCl)CCCl.[Na+]. Cell line: TK-10. Synergy scores: CSS=49.5, Synergy_ZIP=11.2, Synergy_Bliss=11.3, Synergy_Loewe=3.44, Synergy_HSA=13.2.